From a dataset of Catalyst prediction with 721,799 reactions and 888 catalyst types from USPTO. Predict which catalyst facilitates the given reaction. (1) Reactant: [Cl:1][C:2]1[CH:7]=[CH:6][C:5]([N:8]2[C:12]([CH3:13])=[C:11]([C:14](=[O:26])[NH:15][C:16]3[CH:21]=[CH:20][C:19]([S:22]([CH3:25])(=[O:24])=[O:23])=[CH:18][CH:17]=3)[CH:10]=[C:9]2[CH2:27][C:28](O)=[O:29])=[C:4]([C:31]([F:34])([F:33])[F:32])[CH:3]=1.O.ON1C2C=CC=CC=2N=N1.[CH3:46][NH:47][CH3:48].C1COCC1. Product: [Cl:1][C:2]1[CH:7]=[CH:6][C:5]([N:8]2[C:9]([CH2:27][C:28]([N:47]([CH3:48])[CH3:46])=[O:29])=[CH:10][C:11]([C:14]([NH:15][C:16]3[CH:21]=[CH:20][C:19]([S:22]([CH3:25])(=[O:24])=[O:23])=[CH:18][CH:17]=3)=[O:26])=[C:12]2[CH3:13])=[C:4]([C:31]([F:33])([F:32])[F:34])[CH:3]=1. The catalyst class is: 39. (2) Product: [Cl-:11].[OH:9][C:5]1[CH:4]=[C:3]([CH:8]=[CH:7][CH:6]=1)[NH+:2]([CH3:10])[CH3:1]. Reactant: [CH3:1][N:2]([CH3:10])[C:3]1[CH:4]=[C:5]([OH:9])[CH:6]=[CH:7][CH:8]=1.[ClH:11]. The catalyst class is: 27.